From a dataset of Peptide-MHC class II binding affinity with 134,281 pairs from IEDB. Regression. Given a peptide amino acid sequence and an MHC pseudo amino acid sequence, predict their binding affinity value. This is MHC class II binding data. (1) The peptide sequence is PTPKGTVMDIISRKDQR. The MHC is DRB1_0405 with pseudo-sequence DRB1_0405. The binding affinity (normalized) is 0.381. (2) The peptide sequence is RMRRPTGKVTLEADV. The MHC is HLA-DQA10303-DQB10402 with pseudo-sequence HLA-DQA10303-DQB10402. The binding affinity (normalized) is 0. (3) The peptide sequence is LRLFMALVAFLRFLT. The MHC is DRB1_1101 with pseudo-sequence DRB1_1101. The binding affinity (normalized) is 0.474. (4) The binding affinity (normalized) is 0.782. The MHC is HLA-DPA10201-DPB10101 with pseudo-sequence HLA-DPA10201-DPB10101. The peptide sequence is EKKYPAATQFEPLAA. (5) The peptide sequence is WTTCQSIAFPSKTSASIGSL. The MHC is H-2-IAk with pseudo-sequence H-2-IAk. The binding affinity (normalized) is 0.200.